Dataset: Reaction yield outcomes from USPTO patents with 853,638 reactions. Task: Predict the reaction yield, written as a fraction of the theoretical maximum amount of product (1.0 means a 100% yield; for example, 0.34 means a 34% yield). The reactants are [NH2:1][C:2]1[N:3]=[CH:4][C:5]([C:8]#N)=[N:6][CH:7]=1.B(F)(F)F.CC[O:16][CH2:17]C.C([O-])(O)=[O:20].[Na+]. The catalyst is CO. The product is [NH2:1][C:2]1[N:3]=[CH:4][C:5]([C:8]([O:16][CH3:17])=[O:20])=[N:6][CH:7]=1. The yield is 0.490.